This data is from Full USPTO retrosynthesis dataset with 1.9M reactions from patents (1976-2016). The task is: Predict the reactants needed to synthesize the given product. Given the product [Cl:1][C:2]1[C:7]([CH:29]([C:25]2[S:24][CH:28]=[CH:27][CH:26]=2)[OH:30])=[CH:6][N:5]=[C:4]([O:8][C:9]2[CH:14]=[CH:13][CH:12]=[CH:11][C:10]=2[Cl:15])[N:3]=1, predict the reactants needed to synthesize it. The reactants are: [Cl:1][C:2]1[CH:7]=[CH:6][N:5]=[C:4]([O:8][C:9]2[CH:14]=[CH:13][CH:12]=[CH:11][C:10]=2[Cl:15])[N:3]=1.C(NC(C)C)(C)C.[Li].[S:24]1[CH:28]=[CH:27][CH:26]=[C:25]1[CH:29]=[O:30].